Dataset: Full USPTO retrosynthesis dataset with 1.9M reactions from patents (1976-2016). Task: Predict the reactants needed to synthesize the given product. (1) Given the product [CH:23]1([CH2:29][C:30]([N:20]2[CH2:21][CH2:22][CH:17]([C@H:15]3[CH2:16][C@H:14]3[CH2:13][CH2:12][O:11][C:8]3[CH:7]=[CH:6][C:5]([S:2]([CH3:1])(=[O:3])=[O:4])=[CH:10][N:9]=3)[CH2:18][CH2:19]2)=[O:31])[CH2:28][CH2:27][CH2:26][CH2:25][CH2:24]1, predict the reactants needed to synthesize it. The reactants are: [CH3:1][S:2]([C:5]1[CH:6]=[CH:7][C:8]([O:11][CH2:12][CH2:13][C@@H:14]2[CH2:16][C@@H:15]2[CH:17]2[CH2:22][CH2:21][NH:20][CH2:19][CH2:18]2)=[N:9][CH:10]=1)(=[O:4])=[O:3].[CH:23]1([CH2:29][C:30](O)=[O:31])[CH2:28][CH2:27][CH2:26][CH2:25][CH2:24]1.CCN=C=NCCCN(C)C.Cl.C1C=CC2N(O)N=NC=2C=1.C(N(C(C)C)CC)(C)C. (2) Given the product [Cl:26][C:23]1[CH:24]=[CH:25][C:20]([NH:19][C:15]2[N:14]=[C:13]([C:9]3[S:8][C:7]([NH:6][C:4](=[O:5])[CH2:3][CH2:2][N:27]4[CH2:32][CH2:31][O:30][CH2:29][CH2:28]4)=[N:11][C:10]=3[CH3:12])[CH:18]=[CH:17][N:16]=2)=[CH:21][CH:22]=1, predict the reactants needed to synthesize it. The reactants are: Cl[CH2:2][CH2:3][C:4]([NH:6][C:7]1[S:8][C:9]([C:13]2[CH:18]=[CH:17][N:16]=[C:15]([NH:19][C:20]3[CH:25]=[CH:24][C:23]([Cl:26])=[CH:22][CH:21]=3)[N:14]=2)=[C:10]([CH3:12])[N:11]=1)=[O:5].[NH:27]1[CH2:32][CH2:31][O:30][CH2:29][CH2:28]1. (3) The reactants are: C([O:3][C:4](=O)[NH:5]/[C:6](/[C:10]1[CH:15]=[CH:14][C:13]([F:16])=[CH:12][C:11]=1[Cl:17])=[CH:7]\[C:8]#[N:9])C.[CH3:19][CH:20]([N:22]1[CH2:27][CH2:26][CH:25]([C:28]([NH:30][NH2:31])=O)[CH2:24][CH2:23]1)[CH3:21].O. Given the product [Cl:17][C:11]1[CH:12]=[C:13]([F:16])[CH:14]=[CH:15][C:10]=1[C:6]1[NH:5][C:4](=[O:3])[N:31]2[N:30]=[C:28]([CH:25]3[CH2:26][CH2:27][N:22]([CH:20]([CH3:21])[CH3:19])[CH2:23][CH2:24]3)[N:9]=[C:8]2[CH:7]=1, predict the reactants needed to synthesize it.